Dataset: Reaction yield outcomes from USPTO patents with 853,638 reactions. Task: Predict the reaction yield, written as a fraction of the theoretical maximum amount of product (1.0 means a 100% yield; for example, 0.34 means a 34% yield). (1) The reactants are [OH-].[K+].[C:3]([CH:6]([CH2:12][C:13]([CH3:15])=[CH2:14])[C:7](OCC)=O)(=[O:5])[CH3:4].Cl.[CH3:17][NH:18][CH3:19].C=O.Cl. The catalyst is O.[Br-].C([N+](CCCC)(CCCC)CCCC)CCC. The product is [CH3:17][N:18]([CH2:7][CH:6]([CH2:12][C:13]([CH3:15])=[CH2:14])[C:3](=[O:5])[CH3:4])[CH3:19]. The yield is 0.190. (2) The reactants are Cl.O1CCOCC1.C(OC([NH:15][C:16]1[CH:45]=[CH:44][CH:43]=[CH:42][C:17]=1[O:18][CH2:19][C:20]1[C:29]([C:30]2[CH:35]=[CH:34][C:33]([F:36])=[CH:32][C:31]=2[O:37][CH3:38])=[CH:28][CH:27]=[C:26]2[C:21]=1[C:22]([CH3:41])=[CH:23][C:24]([CH3:40])([CH3:39])[NH:25]2)=O)(C)(C)C. No catalyst specified. The product is [NH2:15][C:16]1[CH:45]=[CH:44][CH:43]=[CH:42][C:17]=1[O:18][CH2:19][C:20]1[C:29]([C:30]2[CH:35]=[CH:34][C:33]([F:36])=[CH:32][C:31]=2[O:37][CH3:38])=[CH:28][CH:27]=[C:26]2[C:21]=1[C:22]([CH3:41])=[CH:23][C:24]([CH3:40])([CH3:39])[NH:25]2. The yield is 0.700. (3) The reactants are Cl[C:2]([O:4][CH3:5])=[O:3].[CH2:6]([O:8][C:9](=[O:20])[CH:10]([N:12]1[CH2:17][CH2:16][CH2:15][CH:14]([NH2:18])[C:13]1=[O:19])[CH3:11])[CH3:7].CN1CCOCC1. The catalyst is ClCCl. The product is [CH2:6]([O:8][C:9](=[O:20])[CH:10]([N:12]1[CH2:17][CH2:16][CH2:15][CH:14]([NH:18][C:2]([O:4][CH3:5])=[O:3])[C:13]1=[O:19])[CH3:11])[CH3:7]. The yield is 0.750.